This data is from Cav3 T-type calcium channel HTS with 100,875 compounds. The task is: Binary Classification. Given a drug SMILES string, predict its activity (active/inactive) in a high-throughput screening assay against a specified biological target. (1) The molecule is O(C(=O)C1CCN(CC1)CC(O)COc1ccc(C(CC)(C)C)cc1)CC. The result is 0 (inactive). (2) The drug is Fc1c(C(=O)N2CCc3c2cccc3)c(F)c(F)c(F)c1F. The result is 0 (inactive). (3) The molecule is S(=O)(=O)(N1CCC(CC1)C(=O)Nc1c(cccc1)C(OC)=O)c1c(OC)ccc(c1)C. The result is 0 (inactive). (4) The result is 0 (inactive). The drug is O1CCN(CC1)Cc1ccc(cc1)C(=O)NCCc1ccc(OC)cc1. (5) The drug is O=C(NC1CC1)NC(C(CC)C)C(O)=O. The result is 0 (inactive).